From a dataset of Forward reaction prediction with 1.9M reactions from USPTO patents (1976-2016). Predict the product of the given reaction. (1) The product is: [CH2:12]([O:19][C:20](=[O:23])[CH2:21][N:1]1[C:5]2=[CH:6][N:7]=[CH:8][CH:9]=[C:4]2[CH:3]=[CH:2]1)[C:13]1[CH:18]=[CH:17][CH:16]=[CH:15][CH:14]=1. Given the reactants [NH:1]1[C:5]2=[CH:6][N:7]=[CH:8][CH:9]=[C:4]2[CH:3]=[CH:2]1.[H-].[Na+].[CH2:12]([O:19][C:20](=[O:23])[CH2:21]Br)[C:13]1[CH:18]=[CH:17][CH:16]=[CH:15][CH:14]=1.[NH4+].[Cl-], predict the reaction product. (2) Given the reactants [Cl:1][C:2]1[CH:11]=[C:10]2[C:5]([CH:6]=[C:7]([CH2:12]Cl)[N:8]=[CH:9]2)=[CH:4][CH:3]=1.[CH3:14][NH2:15], predict the reaction product. The product is: [Cl:1][C:2]1[CH:11]=[C:10]2[C:5]([CH:6]=[C:7]([CH2:12][NH:15][CH3:14])[N:8]=[CH:9]2)=[CH:4][CH:3]=1. (3) Given the reactants [OH:1][C:2]1[N:9]=[C:8]([CH3:10])[CH:7]=[CH:6][C:3]=1[C:4]#[N:5].NC(N)=O.[N+:15]([O-])([OH:17])=[O:16].[N+]([O-])=O, predict the reaction product. The product is: [OH:1][C:2]1[N:9]=[C:8]([CH3:10])[C:7]([N+:15]([O-:17])=[O:16])=[CH:6][C:3]=1[C:4]#[N:5]. (4) Given the reactants [NH2:1][C:2]1[CH:7]=[CH:6][C:5]([N:8]2[C:16]3[C:11](=[CH:12][CH:13]=[CH:14][CH:15]=3)[C:10]([C:17]([O:19][CH3:20])=[O:18])=[N:9]2)=[CH:4][CH:3]=1.O=C(Cl)[O:23][C:24](Cl)(Cl)Cl.C(N(CC)CC)C.[N:36]1[CH:41]=[CH:40][CH:39]=[C:38]([CH2:42][NH2:43])[CH:37]=1, predict the reaction product. The product is: [N:36]1[CH:41]=[CH:40][CH:39]=[C:38]([CH2:42][NH:43][C:24]([NH:1][C:2]2[CH:7]=[CH:6][C:5]([N:8]3[C:16]4[C:11](=[CH:12][CH:13]=[CH:14][CH:15]=4)[C:10]([C:17]([O:19][CH3:20])=[O:18])=[N:9]3)=[CH:4][CH:3]=2)=[O:23])[CH:37]=1.